Dataset: NCI-60 drug combinations with 297,098 pairs across 59 cell lines. Task: Regression. Given two drug SMILES strings and cell line genomic features, predict the synergy score measuring deviation from expected non-interaction effect. (1) Drug 1: CC1CCC2CC(C(=CC=CC=CC(CC(C(=O)C(C(C(=CC(C(=O)CC(OC(=O)C3CCCCN3C(=O)C(=O)C1(O2)O)C(C)CC4CCC(C(C4)OC)O)C)C)O)OC)C)C)C)OC. Drug 2: CN(CCCl)CCCl.Cl. Cell line: EKVX. Synergy scores: CSS=12.5, Synergy_ZIP=-6.64, Synergy_Bliss=-2.02, Synergy_Loewe=-0.475, Synergy_HSA=-0.875. (2) Drug 1: CN(C)C1=NC(=NC(=N1)N(C)C)N(C)C. Drug 2: CC1=C(C(CCC1)(C)C)C=CC(=CC=CC(=CC(=O)O)C)C. Cell line: A498. Synergy scores: CSS=0.0865, Synergy_ZIP=0.275, Synergy_Bliss=1.29, Synergy_Loewe=-2.53, Synergy_HSA=-3.57. (3) Drug 1: CC1=CC=C(C=C1)C2=CC(=NN2C3=CC=C(C=C3)S(=O)(=O)N)C(F)(F)F. Drug 2: CC1C(C(CC(O1)OC2CC(CC3=C2C(=C4C(=C3O)C(=O)C5=CC=CC=C5C4=O)O)(C(=O)C)O)N)O. Cell line: OVCAR-4. Synergy scores: CSS=27.8, Synergy_ZIP=-3.74, Synergy_Bliss=0.468, Synergy_Loewe=-18.3, Synergy_HSA=4.03. (4) Synergy scores: CSS=-4.07, Synergy_ZIP=4.37, Synergy_Bliss=2.15, Synergy_Loewe=-6.95, Synergy_HSA=-5.72. Drug 1: C1CCN(CC1)CCOC2=CC=C(C=C2)C(=O)C3=C(SC4=C3C=CC(=C4)O)C5=CC=C(C=C5)O. Drug 2: CC1=C(C=C(C=C1)C(=O)NC2=CC(=CC(=C2)C(F)(F)F)N3C=C(N=C3)C)NC4=NC=CC(=N4)C5=CN=CC=C5. Cell line: HCT-15. (5) Drug 1: C1CCC(CC1)NC(=O)N(CCCl)N=O. Drug 2: CC1=C(N=C(N=C1N)C(CC(=O)N)NCC(C(=O)N)N)C(=O)NC(C(C2=CN=CN2)OC3C(C(C(C(O3)CO)O)O)OC4C(C(C(C(O4)CO)O)OC(=O)N)O)C(=O)NC(C)C(C(C)C(=O)NC(C(C)O)C(=O)NCCC5=NC(=CS5)C6=NC(=CS6)C(=O)NCCC[S+](C)C)O. Cell line: COLO 205. Synergy scores: CSS=44.5, Synergy_ZIP=-1.41, Synergy_Bliss=2.26, Synergy_Loewe=1.21, Synergy_HSA=3.57. (6) Drug 1: CC1=C(C(=CC=C1)Cl)NC(=O)C2=CN=C(S2)NC3=CC(=NC(=N3)C)N4CCN(CC4)CCO. Drug 2: C1CNP(=O)(OC1)N(CCCl)CCCl. Cell line: UACC62. Synergy scores: CSS=1.66, Synergy_ZIP=-0.733, Synergy_Bliss=1.49, Synergy_Loewe=-1.24, Synergy_HSA=0.0599.